From a dataset of Reaction yield outcomes from USPTO patents with 853,638 reactions. Predict the reaction yield, written as a fraction of the theoretical maximum amount of product (1.0 means a 100% yield; for example, 0.34 means a 34% yield). (1) The reactants are [F:1][C:2]1[CH:7]=[CH:6][C:5]([C:8]2[N:12]([CH3:13])[N:11]=[CH:10][C:9]=2/[CH:14]=[CH:15]/[C:16]([NH:18][C:19]2[CH:24]=[CH:23][C:22]([S:25][CH2:26][C:27]3[N:31]([CH2:32][CH2:33][CH3:34])[CH:30]=[N:29][N:28]=3)=[CH:21][CH:20]=2)=[O:17])=[CH:4][CH:3]=1.ClC1C=CC=C(C(OO)=[O:43])C=1. The catalyst is O1CCCC1. The product is [F:1][C:2]1[CH:3]=[CH:4][C:5]([C:8]2[N:12]([CH3:13])[N:11]=[CH:10][C:9]=2/[CH:14]=[CH:15]/[C:16]([NH:18][C:19]2[CH:24]=[CH:23][C:22]([S:25]([CH2:26][C:27]3[N:31]([CH2:32][CH2:33][CH3:34])[CH:30]=[N:29][N:28]=3)=[O:43])=[CH:21][CH:20]=2)=[O:17])=[CH:6][CH:7]=1. The yield is 0.370. (2) The reactants are [CH3:1][N:2]1[C:6](B(O)O)=[CH:5][CH:4]=[N:3]1.[Cl:10][C:11]1[N:12]=[C:13]([C:17]([NH:19][C@H:20]([CH2:30][N:31]2[C:39](=[O:40])[C:38]3[C:33](=[CH:34][CH:35]=[CH:36][CH:37]=3)[C:32]2=[O:41])[CH2:21][C:22]2[CH:27]=[CH:26][C:25]([F:28])=[C:24]([F:29])[CH:23]=2)=[O:18])[NH:14][C:15]=1Cl.C([O-])([O-])=O.[Na+].[Na+]. The catalyst is O1CCOCC1.C1C=CC(P(C2C=CC=CC=2)[C-]2C=CC=C2)=CC=1.C1C=CC(P(C2C=CC=CC=2)[C-]2C=CC=C2)=CC=1.Cl[Pd]Cl.[Fe+2]. The product is [Cl:10][C:11]1[N:12]=[C:13]([C:17]([NH:19][C@H:20]([CH2:30][N:31]2[C:32](=[O:41])[C:33]3[C:38](=[CH:37][CH:36]=[CH:35][CH:34]=3)[C:39]2=[O:40])[CH2:21][C:22]2[CH:27]=[CH:26][C:25]([F:28])=[C:24]([F:29])[CH:23]=2)=[O:18])[NH:14][C:15]=1[C:6]1[N:2]([CH3:1])[N:3]=[CH:4][CH:5]=1. The yield is 0.130. (3) The reactants are [C:1]1([CH3:10])[CH:6]=[CH:5][C:4]([NH:7][CH:8]=O)=[CH:3][CH:2]=1.[Cl:11][C:12]1[C:17]([F:18])=[C:16]([Cl:19])[N:15]=C(S(C)(=O)=O)[N:13]=1.[OH-].[Na+]. The catalyst is C1COCC1.CCOC(C)=O. The product is [Cl:11][C:12]1[C:17]([F:18])=[C:16]([Cl:19])[N:15]=[C:8]([NH:7][C:4]2[CH:5]=[CH:6][C:1]([CH3:10])=[CH:2][CH:3]=2)[N:13]=1. The yield is 0.380. (4) The yield is 0.760. The reactants are [F:1][CH:2]([F:13])[O:3][C:4]1[CH:11]=[CH:10][CH:9]=[C:8](F)[C:5]=1[C:6]#[N:7].CN(C)C=O.[CH2:19]([SH:22])[CH2:20][CH3:21].[OH-].[K+]. The catalyst is O. The product is [F:1][CH:2]([F:13])[O:3][C:4]1[CH:11]=[CH:10][CH:9]=[C:8]([S:22][CH2:19][CH2:20][CH3:21])[C:5]=1[C:6]#[N:7]. (5) The reactants are [Br:1][C:2]1[CH:3]=[C:4]2[C:9]([Cl:10])=[C:8]([C:11]#[N:12])[CH:7]=[N:6][N:5]2[CH:13]=1.[OH:14]S(O)(=O)=O. No catalyst specified. The product is [Br:1][C:2]1[CH:3]=[C:4]2[C:9]([Cl:10])=[C:8]([C:11]([NH2:12])=[O:14])[CH:7]=[N:6][N:5]2[CH:13]=1. The yield is 0.890. (6) The reactants are [F:1][C:2]1[CH:7]=[CH:6][C:5]([F:8])=[CH:4][C:3]=1[CH:9]1[CH2:13][CH2:12][CH2:11][N:10]1[C:14]1[CH:19]=[CH:18][N:17]2[N:20]=[CH:21][C:22]([CH:23]=[O:24])=[C:16]2[N:15]=1.[N+:25]([CH2:27]S(C1C=CC(C)=CC=1)(=O)=O)#[C-:26].C([O-])([O-])=O.[K+].[K+]. The catalyst is CO. The product is [F:1][C:2]1[CH:7]=[CH:6][C:5]([F:8])=[CH:4][C:3]=1[CH:9]1[CH2:13][CH2:12][CH2:11][N:10]1[C:14]1[CH:19]=[CH:18][N:17]2[N:20]=[CH:21][C:22]([C:23]3[O:24][CH:27]=[N:25][CH:26]=3)=[C:16]2[N:15]=1. The yield is 0.130.